From a dataset of Forward reaction prediction with 1.9M reactions from USPTO patents (1976-2016). Predict the product of the given reaction. (1) Given the reactants [Cl:1][C:2]1[CH:3]=[C:4]2[C:9](=[CH:10][C:11]=1[O:12][CH3:13])[O:8][C:7]([C:14]([OH:16])=O)=[CH:6][C:5]2=[O:17].Cl.Cl.[O:20]1[C:24]2[CH:25]=[CH:26][C:27]([CH2:29][N:30]3[CH2:35][CH2:34][CH:33]([NH2:36])[CH2:32][CH2:31]3)=[CH:28][C:23]=2[O:22][CH2:21]1.CN1CCOCC1.C1C=CC2N(O)N=NC=2C=1.CCN=C=NCCCN(C)C, predict the reaction product. The product is: [O:20]1[C:24]2[CH:25]=[CH:26][C:27]([CH2:29][N:30]3[CH2:35][CH2:34][CH:33]([NH:36][C:14]([C:7]4[O:8][C:9]5[C:4]([C:5](=[O:17])[CH:6]=4)=[CH:3][C:2]([Cl:1])=[C:11]([O:12][CH3:13])[CH:10]=5)=[O:16])[CH2:32][CH2:31]3)=[CH:28][C:23]=2[O:22][CH2:21]1. (2) Given the reactants I[C:2]1[N:3]=[C:4]([NH2:20])[C:5]2[N:6]=[CH:7][N:8]([C:18]=2[N:19]=1)[C@@H:9]1[O:17][C@H:14]([CH2:15][OH:16])[C@@H:12]([OH:13])[C@H:10]1[OH:11].[F:21][C:22]1[CH:23]=[C:24](B(O)O)[CH:25]=[C:26]([F:28])[CH:27]=1.C(=O)([O-])[O-].[Cs+].[Cs+], predict the reaction product. The product is: [NH2:20][C:4]1[N:3]=[C:2]([C:24]2[CH:23]=[C:22]([F:21])[CH:27]=[C:26]([F:28])[CH:25]=2)[N:19]=[C:18]2[C:5]=1[N:6]=[CH:7][N:8]2[C@H:9]1[C@H:10]([OH:11])[C@H:12]([OH:13])[C@@H:14]([CH2:15][OH:16])[O:17]1. (3) Given the reactants [C:1]([NH:5][C:6]1[C:7]([CH3:26])=[N:8][C:9]2[C:14]([N:15]=1)=[C:13]([C:16]1[NH:24][C:23]3[CH2:22][CH2:21][NH:20][C:19](=[O:25])[C:18]=3[CH:17]=1)[CH:12]=[CH:11][CH:10]=2)([CH3:4])([CH3:3])[CH3:2].[C:27]([O-])([O-])=[O:28].[K+].[K+].C=O.CCOC(C)=O.CCO, predict the reaction product. The product is: [C:1]([NH:5][C:6]1[C:7]([CH3:26])=[N:8][C:9]2[C:14]([N:15]=1)=[C:13]([C:16]1[NH:24][C:23]3[CH2:22][CH2:21][N:20]([CH2:27][OH:28])[C:19](=[O:25])[C:18]=3[CH:17]=1)[CH:12]=[CH:11][CH:10]=2)([CH3:4])([CH3:3])[CH3:2].